Predict the product of the given reaction. From a dataset of Forward reaction prediction with 1.9M reactions from USPTO patents (1976-2016). (1) Given the reactants [F:1][CH:2]([F:19])[C@H:3]1[CH2:8][C@@H:7]([C:9]2[O:13][NH:12][C:11](=[O:14])[CH:10]=2)[CH2:6][CH2:5][N:4]1C(OC)=O.Br, predict the reaction product. The product is: [F:19][CH:2]([F:1])[C@H:3]1[CH2:8][C@@H:7]([C:9]2[O:13][NH:12][C:11](=[O:14])[CH:10]=2)[CH2:6][CH2:5][NH:4]1. (2) Given the reactants [N+:1]([C:4]1[CH:9]=[CH:8][C:7]([N:10]2[CH2:15][CH2:14][S:13][CH2:12][CH2:11]2)=[CH:6][CH:5]=1)([O-])=O.[H][H], predict the reaction product. The product is: [S:13]1[CH2:14][CH2:15][N:10]([C:7]2[CH:8]=[CH:9][C:4]([NH2:1])=[CH:5][CH:6]=2)[CH2:11][CH2:12]1. (3) Given the reactants [NH2:1][C:2]1[S:3][C:4]([CH3:17])=[C:5]([CH3:16])[C:6]=1[C:7]([C:9]1[CH:14]=[CH:13][C:12]([Cl:15])=[CH:11][CH:10]=1)=[O:8].C(N(CC)CC)C.[Br:25][C:26]([CH3:31])([CH3:30])[C:27](Br)=[O:28], predict the reaction product. The product is: [Br:25][C:26]([CH3:31])([CH3:30])[C:27]([NH:1][C:2]1[S:3][C:4]([CH3:17])=[C:5]([CH3:16])[C:6]=1[C:7](=[O:8])[C:9]1[CH:14]=[CH:13][C:12]([Cl:15])=[CH:11][CH:10]=1)=[O:28]. (4) The product is: [CH2:1]1[C:10]2[C:5](=[CH:6][CH:7]=[CH:8][CH:9]=2)[CH2:4][CH2:3][CH:2]1[CH2:11][O:12][C:14]1[N:15]=[C:16]([OH:24])[C:17]2[CH:23]=[CH:22][N:21]=[CH:20][C:18]=2[N:19]=1. Given the reactants [CH2:1]1[C:10]2[C:5](=[CH:6][CH:7]=[CH:8][CH:9]=2)[CH2:4][CH2:3][CH:2]1[CH2:11][OH:12].Cl[C:14]1[N:15]=[C:16]([OH:24])[C:17]2[CH:23]=[CH:22][N:21]=[CH:20][C:18]=2[N:19]=1, predict the reaction product. (5) Given the reactants [CH3:1][CH:2]1[NH:7][CH2:6][CH2:5][N:4]([C:8]([O:10][C:11]([CH3:14])([CH3:13])[CH3:12])=[O:9])[CH2:3]1.F[C:16]1[CH:23]=[CH:22][C:19]([C:20]#[N:21])=[C:18]([C:24]([F:27])([F:26])[F:25])[CH:17]=1.C(N(C(C)C)CC)(C)C, predict the reaction product. The product is: [C:20]([C:19]1[CH:22]=[CH:23][C:16]([N:7]2[CH2:6][CH2:5][N:4]([C:8]([O:10][C:11]([CH3:13])([CH3:12])[CH3:14])=[O:9])[CH2:3][CH:2]2[CH3:1])=[CH:17][C:18]=1[C:24]([F:25])([F:26])[F:27])#[N:21].